This data is from Drug-target binding data from BindingDB using IC50 measurements. The task is: Regression. Given a target protein amino acid sequence and a drug SMILES string, predict the binding affinity score between them. We predict pIC50 (pIC50 = -log10(IC50 in M); higher means more potent). Dataset: bindingdb_ic50. (1) The pIC50 is 6.8. The compound is CCC(CC)C(=O)Nc1ccc(N2CCN(C(C(=O)OC)c3ccccc3)CC2)c(F)c1. The target protein (P49146) has sequence MGPIGAEADENQTVEEMKVEQYGPQTTPRGELVPDPEPELIDSTKLIEVQVVLILAYCSIILLGVIGNSLVIHVVIKFKSMRTVTNFFIANLAVADLLVNTLCLPFTLTYTLMGEWKMGPVLCHLVPYAQGLAVQVSTITLTVIALDRHRCIVYHLESKISKRISFLIIGLAWGISALLASPLAIFREYSLIEIIPDFEIVACTEKWPGEEKSIYGTVYSLSSLLILYVLPLGIISFSYTRIWSKLKNHVSPGAANDHYHQRRQKTTKMLVCVVVVFAVSWLPLHAFQLAVDIDSQVLDLKEYKLIFTVFHIIAMCSTFANPLLYGWMNSNYRKAFLSAFRCEQRLDAIHSEVSVTFKAKKNLEVRKNSGPNDSFTEATNV. (2) The compound is Cn1c2ccccc2c2c3c(c4c5ccccc5n(CCC#N)c4c21)CNC3=O. The target protein sequence is MSATIEREFEELDAQCRWQPLYLEIRNESHDYPHRVAKFPENRNRNRYRDVSPYDHSRVKLQSAENDYINASLVDIEEAQRSYILTQGPLPNTCCHFWLMVWQQKTRAVVMLNRTVEKESVKCAQYWPTDDREMVFKETGFSVKLLSEDVKSYYTVHLLQLENINSGETRTISHFHYTTWPDFGVPESPASFLNFLFKVRESGSLNPDHGPAVIHCSAGIGRSGTFSLVDTCLVLMEKGEDVNVKQILLSMRKYRMGLIQTPDQLRFSYMAIIEGAKYTKGDSNIQKRWKELSKEDLSPVCRHSQNRTMTEKYNGKRIGSEDEKLTGLSSKVPDTVEESSESILRKRIREDRKATTAQKVQQMRQRLNETERKRKRWLYWQPILTKMGFVSVILVGALVGWTLLFQLNVLPRLTDT. The pIC50 is 5.0.